Dataset: Full USPTO retrosynthesis dataset with 1.9M reactions from patents (1976-2016). Task: Predict the reactants needed to synthesize the given product. (1) Given the product [CH2:5]([N:12]1[CH:13]([C:21]2([OH:23])[CH2:2][CH2:1]2)[CH2:14][O:15][C:16]([CH3:19])([CH3:20])[C:17]1=[O:18])[C:6]1[CH:7]=[CH:8][CH:9]=[CH:10][CH:11]=1, predict the reactants needed to synthesize it. The reactants are: [CH2:1]([Mg]Br)[CH3:2].[CH2:5]([N:12]1[C:17](=[O:18])[C:16]([CH3:20])([CH3:19])[O:15][CH2:14][CH:13]1[C:21]([O:23]C)=O)[C:6]1[CH:11]=[CH:10][CH:9]=[CH:8][CH:7]=1.S(=O)(=O)(O)O. (2) Given the product [Cl:16][C:13]1[CH:14]=[CH:15][C:10]([CH2:9][CH2:8][CH2:7][C:6]([OH:31])=[O:5])=[C:11]([F:30])[C:12]=1[CH2:17][CH:18]1[CH2:22][CH2:21][N:20]([CH:23]2[CH2:28][CH2:27][CH2:26][CH2:25][CH2:24]2)[C:19]1=[O:29], predict the reactants needed to synthesize it. The reactants are: [OH-].[Na+].C([O:5][C:6](=[O:31])[CH2:7][CH2:8][CH2:9][C:10]1[CH:15]=[CH:14][C:13]([Cl:16])=[C:12]([CH2:17][CH:18]2[CH2:22][CH2:21][N:20]([CH:23]3[CH2:28][CH2:27][CH2:26][CH2:25][CH2:24]3)[C:19]2=[O:29])[C:11]=1[F:30])C.Cl. (3) Given the product [C:1]([O:5][C:6]([NH:19][C:23]([C@@H:24]1[CH2:25][CH2:26][CH2:27][CH2:22][NH:21]1)=[O:17])=[O:7])([CH3:4])([CH3:3])[CH3:2], predict the reactants needed to synthesize it. The reactants are: [C:1]([O:5][C:6](N1CCCC[C@H]1C(O)=O)=[O:7])([CH3:4])([CH3:3])[CH3:2].[OH2:17].O[N:19]1[C:23]2[CH:24]=[CH:25][CH:26]=[CH:27][C:22]=2[N:21]=N1.CCN=C=NCCCN(C)C.Cl.N.